This data is from Forward reaction prediction with 1.9M reactions from USPTO patents (1976-2016). The task is: Predict the product of the given reaction. (1) The product is: [OH:36][C:31]1[CH:32]=[CH:33][CH:34]=[CH:35][C:30]=1[C:2]1[CH:21]=[CH:20][CH:19]=[C:4]([CH2:5][O:6][C:7]2[CH:12]=[CH:11][C:10]([CH2:13][CH2:14][C:15]([OH:17])=[O:16])=[CH:9][CH:8]=2)[CH:3]=1. Given the reactants Br[C:2]1[CH:3]=[C:4]([CH:19]=[CH:20][CH:21]=1)[CH2:5][O:6][C:7]1[CH:12]=[CH:11][C:10]([CH2:13][CH2:14][C:15]([O:17]C)=[O:16])=[CH:9][CH:8]=1.CC1(C)C(C)(C)OB([C:30]2[CH:35]=[CH:34][CH:33]=[CH:32][C:31]=2[OH:36])O1, predict the reaction product. (2) Given the reactants [Cl:1][C:2]1[CH:7]=[CH:6][C:5]([C:8]2[N:16]([C:17]3[CH:22]=[CH:21][C:20]([Cl:23])=[CH:19][C:18]=3[Cl:24])[C:15]3[CH2:14][CH2:13][N:12](CC4C=CC(OC)=CC=4OC)[C:11](=[O:36])[C:10]=3[C:9]=2[CH3:37])=[CH:4][CH:3]=1, predict the reaction product. The product is: [Cl:1][C:2]1[CH:3]=[CH:4][C:5]([C:8]2[N:16]([C:17]3[CH:22]=[CH:21][C:20]([Cl:23])=[CH:19][C:18]=3[Cl:24])[C:15]3[CH2:14][CH2:13][NH:12][C:11](=[O:36])[C:10]=3[C:9]=2[CH3:37])=[CH:6][CH:7]=1.